Dataset: Forward reaction prediction with 1.9M reactions from USPTO patents (1976-2016). Task: Predict the product of the given reaction. (1) Given the reactants [C:1]([OH:8])(=[O:7])/[CH:2]=[CH:3]/[C:4]([OH:6])=[O:5].[N:9]1[C:14]2[O:15][CH2:16][CH2:17][O:18][C:13]=2[CH:12]=[C:11]([CH2:19][NH:20][CH:21]2[CH2:26][CH2:25][N:24]([CH2:27][CH2:28][N:29]3[C:34](=[O:35])[CH:33]=[N:32][C:31]4[CH:36]=[CH:37][C:38]([O:40][CH3:41])=[N:39][C:30]3=4)[CH2:23][CH2:22]2)[N:10]=1, predict the reaction product. The product is: [C:1]([OH:8])(=[O:7])/[CH:2]=[CH:3]/[C:4]([OH:6])=[O:5].[N:9]1[C:14]2[O:15][CH2:16][CH2:17][O:18][C:13]=2[CH:12]=[C:11]([CH2:19][NH:20][CH:21]2[CH2:22][CH2:23][N:24]([CH2:27][CH2:28][N:29]3[C:34](=[O:35])[CH:33]=[N:32][C:31]4[CH:36]=[CH:37][C:38]([O:40][CH3:41])=[N:39][C:30]3=4)[CH2:25][CH2:26]2)[N:10]=1. (2) Given the reactants Cl[C:2]1[CH:3]=[CH:4][C:5]([N:27]2[N:31]=[CH:30][CH:29]=[N:28]2)=[C:6]([CH:26]=1)[C:7]([NH:9][C@H:10]1[CH2:14][CH2:13][CH2:12][C@@H:11]1[NH:15][C:16]1[CH:21]=[CH:20][C:19]([C:22]([F:25])([F:24])[F:23])=[CH:18][N:17]=1)=[O:8].Cl.[F:33]C(F)(F)C1C=CC(N[C@H]2CCC[C@@H]2N)=NC=1.FC1C(N2N=CC=N2)=C(C=CC=1)C(O)=O, predict the reaction product. The product is: [F:33][C:4]1[C:5]([N:27]2[N:28]=[CH:29][CH:30]=[N:31]2)=[C:6]([CH:26]=[CH:2][CH:3]=1)[C:7]([NH:9][C@H:10]1[CH2:14][CH2:13][CH2:12][C@@H:11]1[NH:15][C:16]1[CH:21]=[CH:20][C:19]([C:22]([F:24])([F:25])[F:23])=[CH:18][N:17]=1)=[O:8]. (3) Given the reactants [CH:1]([OH:3])=O.C(OC(=O)C)(=O)C.[CH3:11][C:12]1[N:17]=[C:16]([NH2:18])[CH:15]=[CH:14][CH:13]=1, predict the reaction product. The product is: [CH3:11][C:12]1[N:17]=[C:16]([NH:18][CH:1]=[O:3])[CH:15]=[CH:14][CH:13]=1. (4) Given the reactants Br[C:2]1[CH:7]=[CH:6][C:5]([N:8]2[CH2:12][CH2:11][CH2:10][CH:9]2[CH3:13])=[C:4]([CH2:14][O:15][CH3:16])[CH:3]=1.C([Li])CCC.[C:22](=[O:24])=[O:23], predict the reaction product. The product is: [CH3:16][O:15][CH2:14][C:4]1[CH:3]=[C:2]([CH:7]=[CH:6][C:5]=1[N:8]1[CH2:12][CH2:11][CH2:10][CH:9]1[CH3:13])[C:22]([OH:24])=[O:23]. (5) Given the reactants CC(OC(/N=N/C(OC(C)(C)C)=O)=O)(C)C.[OH:17][C:18]1[CH:27]=[C:26]([O:28][CH3:29])[CH:25]=[C:24]2[C:19]=1[C:20](=[O:38])[N:21](COC(=O)C(C)(C)C)[CH:22]=[N:23]2.[C:39]([O:43][C:44]([N:46]1[CH2:51][CH2:50][CH:49](O)[CH2:48][CH2:47]1)=[O:45])([CH3:42])([CH3:41])[CH3:40].C1(P(C2C=CC=CC=2)C2C=CC=CC=2)C=CC=CC=1.N, predict the reaction product. The product is: [C:39]([O:43][C:44]([N:46]1[CH2:51][CH2:50][CH:49]([O:17][C:18]2[CH:27]=[C:26]([O:28][CH3:29])[CH:25]=[C:24]3[C:19]=2[C:20](=[O:38])[NH:21][CH:22]=[N:23]3)[CH2:48][CH2:47]1)=[O:45])([CH3:42])([CH3:40])[CH3:41].